Dataset: Full USPTO retrosynthesis dataset with 1.9M reactions from patents (1976-2016). Task: Predict the reactants needed to synthesize the given product. (1) Given the product [NH2:7][C:8]12[CH2:17][CH:12]3[CH2:13][CH:14]([CH2:16][CH:10]([CH:11]3[C:18]#[N:19])[CH2:9]1)[CH2:15]2, predict the reactants needed to synthesize it. The reactants are: C(OC(=O)[NH:7][C:8]12[CH2:17][CH:12]3[CH2:13][CH:14]([CH2:16][CH:10]([CH:11]3[C:18]#[N:19])[CH2:9]1)[CH2:15]2)(C)(C)C.Cl. (2) Given the product [Si:1]([O:8][CH2:9][CH2:10][C:11]1[CH:16]=[CH:15][C:14]([Cl:17])=[CH:13][C:12]=1[C:18]([C:20]1[CH:24]=[C:23]([CH2:25][O:26][Si:27]([CH:31]([CH3:33])[CH3:32])([CH:28]([CH3:29])[CH3:30])[CH:34]([CH3:36])[CH3:35])[S:22][CH:21]=1)([OH:19])[CH3:39])([C:4]([CH3:5])([CH3:7])[CH3:6])([CH3:3])[CH3:2], predict the reactants needed to synthesize it. The reactants are: [Si:1]([O:8][CH2:9][CH2:10][C:11]1[CH:16]=[CH:15][C:14]([Cl:17])=[CH:13][C:12]=1[C:18]([C:20]1[CH:24]=[C:23]([CH2:25][O:26][Si:27]([CH:34]([CH3:36])[CH3:35])([CH:31]([CH3:33])[CH3:32])[CH:28]([CH3:30])[CH3:29])[S:22][CH:21]=1)=[O:19])([C:4]([CH3:7])([CH3:6])[CH3:5])([CH3:3])[CH3:2].[Li]C.[CH3:39]COCC. (3) Given the product [C:1]([Si:5]([CH3:8])([CH3:7])[O:22][CH2:21][C:18]1[CH:19]=[CH:20][S:16][CH:17]=1)([CH3:4])([CH3:3])[CH3:2], predict the reactants needed to synthesize it. The reactants are: [C:1]([Si:5]([CH3:8])([CH3:7])Cl)([CH3:4])([CH3:3])[CH3:2].C(N(CC)CC)C.[S:16]1[CH:20]=[CH:19][C:18]([CH2:21][OH:22])=[CH:17]1. (4) The reactants are: [C:1]([CH:4]1[C:9](=O)[CH2:8][CH2:7][N:6](C(OC(C)(C)C)=O)[CH2:5]1)(=[O:3])[CH3:2].[NH2:18]O.Cl.O. Given the product [CH3:2][C:1]1[O:3][N:18]=[C:9]2[CH2:8][CH2:7][NH:6][CH2:5][C:4]=12, predict the reactants needed to synthesize it.